Dataset: NCI-60 drug combinations with 297,098 pairs across 59 cell lines. Task: Regression. Given two drug SMILES strings and cell line genomic features, predict the synergy score measuring deviation from expected non-interaction effect. (1) Drug 1: C1=NC2=C(N=C(N=C2N1C3C(C(C(O3)CO)O)O)F)N. Drug 2: CCN(CC)CCCC(C)NC1=C2C=C(C=CC2=NC3=C1C=CC(=C3)Cl)OC. Cell line: M14. Synergy scores: CSS=9.56, Synergy_ZIP=-2.98, Synergy_Bliss=-4.52, Synergy_Loewe=-5.20, Synergy_HSA=-4.76. (2) Drug 1: CC1=C(C=C(C=C1)NC2=NC=CC(=N2)N(C)C3=CC4=NN(C(=C4C=C3)C)C)S(=O)(=O)N.Cl. Drug 2: C1=CC=C(C=C1)NC(=O)CCCCCCC(=O)NO. Cell line: HCT116. Synergy scores: CSS=25.4, Synergy_ZIP=-9.31, Synergy_Bliss=-4.92, Synergy_Loewe=-27.9, Synergy_HSA=-5.71. (3) Drug 1: C1CN1P(=S)(N2CC2)N3CC3. Synergy scores: CSS=15.3, Synergy_ZIP=-1.99, Synergy_Bliss=2.00, Synergy_Loewe=-1.15, Synergy_HSA=0.545. Drug 2: C1=CN(C=N1)CC(O)(P(=O)(O)O)P(=O)(O)O. Cell line: SNB-19. (4) Drug 1: CCC1=CC2CC(C3=C(CN(C2)C1)C4=CC=CC=C4N3)(C5=C(C=C6C(=C5)C78CCN9C7C(C=CC9)(C(C(C8N6C)(C(=O)OC)O)OC(=O)C)CC)OC)C(=O)OC.C(C(C(=O)O)O)(C(=O)O)O. Drug 2: C1C(C(OC1N2C=NC3=C(N=C(N=C32)Cl)N)CO)O. Cell line: SR. Synergy scores: CSS=59.3, Synergy_ZIP=-1.71, Synergy_Bliss=-1.84, Synergy_Loewe=-0.906, Synergy_HSA=0.808. (5) Drug 1: CCC1=CC2CC(C3=C(CN(C2)C1)C4=CC=CC=C4N3)(C5=C(C=C6C(=C5)C78CCN9C7C(C=CC9)(C(C(C8N6C)(C(=O)OC)O)OC(=O)C)CC)OC)C(=O)OC.C(C(C(=O)O)O)(C(=O)O)O. Drug 2: C1=CN(C=N1)CC(O)(P(=O)(O)O)P(=O)(O)O. Cell line: HCT116. Synergy scores: CSS=21.1, Synergy_ZIP=-2.64, Synergy_Bliss=-6.07, Synergy_Loewe=-40.7, Synergy_HSA=-2.87. (6) Drug 1: C1=CC=C(C=C1)NC(=O)CCCCCCC(=O)NO. Drug 2: C1CNP(=O)(OC1)N(CCCl)CCCl. Cell line: EKVX. Synergy scores: CSS=1.91, Synergy_ZIP=-1.34, Synergy_Bliss=0.828, Synergy_Loewe=-5.10, Synergy_HSA=0.150. (7) Drug 1: C1=NC(=NC(=O)N1C2C(C(C(O2)CO)O)O)N. Drug 2: CC(C)CN1C=NC2=C1C3=CC=CC=C3N=C2N. Cell line: M14. Synergy scores: CSS=11.5, Synergy_ZIP=-5.75, Synergy_Bliss=4.43, Synergy_Loewe=1.34, Synergy_HSA=1.44. (8) Drug 1: CC12CCC(CC1=CCC3C2CCC4(C3CC=C4C5=CN=CC=C5)C)O. Drug 2: CN1C2=C(C=C(C=C2)N(CCCl)CCCl)N=C1CCCC(=O)O.Cl. Cell line: MCF7. Synergy scores: CSS=27.5, Synergy_ZIP=-0.512, Synergy_Bliss=5.85, Synergy_Loewe=4.65, Synergy_HSA=6.41. (9) Synergy scores: CSS=29.7, Synergy_ZIP=-6.08, Synergy_Bliss=-1.58, Synergy_Loewe=0.199, Synergy_HSA=2.04. Drug 1: CCC1=CC2CC(C3=C(CN(C2)C1)C4=CC=CC=C4N3)(C5=C(C=C6C(=C5)C78CCN9C7C(C=CC9)(C(C(C8N6C)(C(=O)OC)O)OC(=O)C)CC)OC)C(=O)OC.C(C(C(=O)O)O)(C(=O)O)O. Cell line: U251. Drug 2: CC1CCC2CC(C(=CC=CC=CC(CC(C(=O)C(C(C(=CC(C(=O)CC(OC(=O)C3CCCCN3C(=O)C(=O)C1(O2)O)C(C)CC4CCC(C(C4)OC)O)C)C)O)OC)C)C)C)OC.